Predict the reaction yield, written as a fraction of the theoretical maximum amount of product (1.0 means a 100% yield; for example, 0.34 means a 34% yield). From a dataset of Reaction yield outcomes from USPTO patents with 853,638 reactions. The reactants are [C:1](Cl)(=[O:8])[C:2]1[CH:7]=[CH:6][CH:5]=[CH:4][CH:3]=1.Cl.[CH:11]([O:14][C:15](=[O:24])[CH:16]([NH2:23])[CH2:17][S:18][C:19]([CH3:22])([CH3:21])[CH3:20])([CH3:13])[CH3:12]. No catalyst specified. The product is [CH:11]([O:14][C:15](=[O:24])[CH:16]([NH:23][C:1](=[O:8])[C:2]1[CH:7]=[CH:6][CH:5]=[CH:4][CH:3]=1)[CH2:17][S:18][C:19]([CH3:22])([CH3:21])[CH3:20])([CH3:13])[CH3:12]. The yield is 0.730.